From a dataset of Full USPTO retrosynthesis dataset with 1.9M reactions from patents (1976-2016). Predict the reactants needed to synthesize the given product. (1) Given the product [CH2:31]([N:25]1[C:26]2[C:22](=[C:21]([CH:18]3[CH2:17][CH2:16][NH:15][CH2:20][CH2:19]3)[CH:29]=[C:28]([F:30])[CH:27]=2)[CH:23]=[C:24]1[C:38]([NH2:39])=[O:40])[C:32]1[CH:37]=[CH:36][CH:35]=[CH:34][CH:33]=1, predict the reactants needed to synthesize it. The reactants are: FC(F)(F)C([O-])=O.C(OC([N:15]1[CH2:20][CH:19]=[C:18]([C:21]2[CH:29]=[C:28]([F:30])[CH:27]=[C:26]3[C:22]=2[CH:23]=[C:24]([C:38](=[O:40])[NH2:39])[N:25]3[CH2:31][C:32]2[CH:37]=[CH:36][CH:35]=[CH:34][CH:33]=2)[CH2:17][CH2:16]1)=O)(C)(C)C.FC(F)(F)C(O)=O. (2) Given the product [C:23]([C:22]1[CH:25]=[CH:26][C:27]([N:3]2[C:2]([CH3:1])=[C:6]([O:7][C:8]3[CH:17]=[CH:16][C:11]([C:12]([O:14][CH3:15])=[O:13])=[CH:10][CH:9]=3)[C:5]([CH3:18])=[N:4]2)=[CH:28][C:21]=1[C:20]([F:19])([F:30])[F:31])#[N:24], predict the reactants needed to synthesize it. The reactants are: [CH3:1][C:2]1[C:6]([O:7][C:8]2[CH:17]=[CH:16][C:11]([C:12]([O:14][CH3:15])=[O:13])=[CH:10][CH:9]=2)=[C:5]([CH3:18])[NH:4][N:3]=1.[F:19][C:20]([F:31])([F:30])[C:21]1[CH:28]=[C:27](F)[CH:26]=[CH:25][C:22]=1[C:23]#[N:24]. (3) Given the product [Cl:1][C:2]1[C:14]([N+:15]([O-:17])=[O:16])=[CH:13][C:12]([N+:18]([O-:20])=[O:19])=[CH:11][C:3]=1[C:4]([NH:6][CH2:7][CH:8]([O:34][CH:26]1[CH2:25][CH2:24][CH2:23][CH2:22][O:21]1)[CH3:9])=[O:5], predict the reactants needed to synthesize it. The reactants are: [Cl:1][C:2]1[C:14]([N+:15]([O-:17])=[O:16])=[CH:13][C:12]([N+:18]([O-:20])=[O:19])=[CH:11][C:3]=1[C:4]([NH:6][CH2:7][CH2:8][CH2:9]O)=[O:5].[O:21]1[CH:26]=[CH:25][CH2:24][CH2:23][CH2:22]1.C1(C)C=CC(S(O)(=O)=[O:34])=CC=1. (4) Given the product [CH3:1][O:2][C:3]([C:5]1[N:6]([CH2:26][C:25]2[CH:28]=[CH:29][CH:30]=[CH:31][C:24]=2[F:23])[C:7](=[O:22])[C:8]2[C:13]([C:14]=1[C:15]1[CH:20]=[CH:19][CH:18]=[CH:17][CH:16]=1)=[CH:12][C:11]([Br:21])=[CH:10][CH:9]=2)=[O:4], predict the reactants needed to synthesize it. The reactants are: [CH3:1][O:2][C:3]([C:5]1[NH:6][C:7](=[O:22])[C:8]2[C:13]([C:14]=1[C:15]1[CH:20]=[CH:19][CH:18]=[CH:17][CH:16]=1)=[CH:12][C:11]([Br:21])=[CH:10][CH:9]=2)=[O:4].[F:23][C:24]1[CH:31]=[CH:30][CH:29]=[CH:28][C:25]=1[CH2:26]Br.C(N=P1(N(CC)CC)N(C)CCCN1C)(C)(C)C. (5) Given the product [CH:1]1([C:4]([C:6]2[CH:11]=[CH:10][CH:9]=[C:8]([O:12][CH3:13])[C:7]=2[OH:14])=[O:5])[CH2:2][CH2:3]1, predict the reactants needed to synthesize it. The reactants are: [CH:1]1([C:4]([C:6]2[CH:11]=[CH:10][CH:9]=[C:8]([O:12][CH3:13])[C:7]=2[O:14]C2CCCCO2)=[O:5])[CH2:3][CH2:2]1.Cl.C(=O)([O-])[O-].[Na+].[Na+].O. (6) Given the product [Br:32][C:33]1[CH:34]=[C:35]([N:39]2[C:47]3[C:42](=[CH:43][C:44]([O:4][C@H:3]([C:5]4[CH:6]=[N:7][C:8]([O:11][CH3:12])=[CH:9][CH:10]=4)[C@@H:2]([NH2:1])[CH2:13][O:14][C:15]([CH3:18])([CH3:17])[CH3:16])=[CH:45][CH:46]=3)[CH:41]=[N:40]2)[CH:36]=[CH:37][CH:38]=1, predict the reactants needed to synthesize it. The reactants are: [NH2:1][C@@H:2]([CH2:13][O:14][C:15]([CH3:18])([CH3:17])[CH3:16])[C@@H:3]([C:5]1[CH:6]=[N:7][C:8]([O:11][CH3:12])=[CH:9][CH:10]=1)[OH:4].CN(C)CC(O)=O.C(=O)([O-])[O-].[Cs+].[Cs+].[Br:32][C:33]1[CH:34]=[C:35]([N:39]2[C:47]3[C:42](=[CH:43][C:44](I)=[CH:45][CH:46]=3)[CH:41]=[N:40]2)[CH:36]=[CH:37][CH:38]=1. (7) Given the product [Cl:1][C:2]1[CH:7]=[CH:6][C:5]([C:8]2[C:13]([CH:14]([CH2:19][CH2:20][CH3:21])[C:15]([OH:17])=[O:16])=[C:12]([CH3:22])[N:11]=[C:10]([C:23]3[CH:24]=[CH:25][CH:26]=[CH:27][CH:28]=3)[N:9]=2)=[C:4]([OH:29])[CH:3]=1, predict the reactants needed to synthesize it. The reactants are: [Cl:1][C:2]1[CH:7]=[CH:6][C:5]([C:8]2[C:13]([CH:14]([CH2:19][CH2:20][CH3:21])[C:15]([O:17]C)=[O:16])=[C:12]([CH3:22])[N:11]=[C:10]([C:23]3[CH:28]=[CH:27][CH:26]=[CH:25][CH:24]=3)[N:9]=2)=[C:4]([O:29]C)[CH:3]=1.B(Br)(Br)Br. (8) Given the product [CH3:76][C:70]1[CH:69]=[CH:68][C:67]2[C:72](=[CH:73][CH:74]=[CH:75][C:66]=2[N:6]2[CH2:5][CH2:4][NH:3][CH:2]([CH3:1])[CH2:7]2)[N:71]=1, predict the reactants needed to synthesize it. The reactants are: [CH3:1][CH:2]1[CH2:7][NH:6][CH2:5][CH2:4][NH:3]1.C(=O)([O-])[O-].[Cs+].[Cs+].C1(P(C2C=CC=CC=2)C2C=CC3C(=CC=CC=3)C=2C2C3C(=CC=CC=3)C=CC=2P(C2C=CC=CC=2)C2C=CC=CC=2)C=CC=CC=1.FC(F)(F)S(O[C:66]1[CH:75]=[CH:74][CH:73]=[C:72]2[C:67]=1[CH:68]=[CH:69][C:70]([CH3:76])=[N:71]2)(=O)=O. (9) Given the product [OH:8][CH2:9][C:10]1[CH:19]=[CH:18][C:17]2[C:12](=[CH:13][CH:14]=[C:15]([CH2:20][CH2:21][CH2:22][N:23]([CH2:27][CH2:28][CH3:29])[CH2:24][CH2:25][CH3:26])[CH:16]=2)[CH:11]=1, predict the reactants needed to synthesize it. The reactants are: [Si]([O:8][CH2:9][C:10]1[CH:11]=[C:12]2[C:17](=[CH:18][CH:19]=1)[CH:16]=[C:15]([CH2:20][CH2:21][CH2:22][N:23]([CH2:27][CH2:28][CH3:29])[CH2:24][CH2:25][CH3:26])[CH:14]=[CH:13]2)(C(C)(C)C)(C)C.CCCC[N+](CCCC)(CCCC)CCCC.[F-].C1COCC1.